Dataset: Full USPTO retrosynthesis dataset with 1.9M reactions from patents (1976-2016). Task: Predict the reactants needed to synthesize the given product. Given the product [C:27]([O:31][C:7]([NH:4][CH:35]1[CH2:40][CH2:39][CH2:38][N:37]([C:41]([O:43][CH2:44][CH:45]2[C:57]3[CH:52]=[CH:53][CH:54]=[CH:55][C:56]=3[C:47]3[C:46]2=[CH:51][CH:50]=[CH:49][CH:48]=3)=[O:42])[CH2:36]1)=[O:17])([CH3:30])([CH3:29])[CH3:28], predict the reactants needed to synthesize it. The reactants are: C([N:4]([CH:7](C)C)CC)(C)C.C1(P(N=[N+]=[N-])(C2C=CC=CC=2)=[O:17])C=CC=CC=1.[C:27]([OH:31])([CH3:30])([CH3:29])[CH3:28].C([CH:35]1[CH2:40][CH2:39][CH2:38][N:37]([C:41]([O:43][CH2:44][CH:45]2[C:57]3[CH:56]=[CH:55][CH:54]=[CH:53][C:52]=3[C:51]3[C:46]2=[CH:47][CH:48]=[CH:49][CH:50]=3)=[O:42])[CH2:36]1)(O)=O.